This data is from Full USPTO retrosynthesis dataset with 1.9M reactions from patents (1976-2016). The task is: Predict the reactants needed to synthesize the given product. Given the product [NH2:12][C@H:11]1[C@@H:8]([CH2:7][N:6]2[C:2]([CH3:1])=[N:3][CH:4]=[N:5]2)[NH:9][C:10]1=[O:23], predict the reactants needed to synthesize it. The reactants are: [CH3:1][C:2]1[N:6]([CH2:7][C@@H:8]2[C@H:11]([NH:12]C(=O)OCC3C=CC=CC=3)[C:10](=[O:23])[NH:9]2)[N:5]=[CH:4][N:3]=1.